Dataset: Catalyst prediction with 721,799 reactions and 888 catalyst types from USPTO. Task: Predict which catalyst facilitates the given reaction. (1) Reactant: [NH:1]1[C:7]2[CH:8]=[CH:9][CH:10]=[CH:11][C:6]=2[CH2:5][NH:4][CH2:3][CH2:2]1.[H-].[Na+].[C:14](N1C=CN=C1)([N:16]1[CH:20]=[CH:19][N:18]=[CH:17]1)=[O:15].C(Cl)Cl. Product: [N:16]1([C:14]([N:4]2[CH2:5][C:6]3[CH:11]=[CH:10][CH:9]=[CH:8][C:7]=3[NH:1][CH2:2][CH2:3]2)=[O:15])[CH:20]=[CH:19][N:18]=[CH:17]1. The catalyst class is: 36. (2) Reactant: [CH3:1][C:2]1[CH:15]=[CH:14][C:5]2[N:6]=[C:7]([S:9][CH2:10][C:11]([OH:13])=O)[O:8][C:4]=2[CH:3]=1.ClC(OC(C)(C)C)=O.[Cl:24][C:25]1[CH:26]=[C:27]([CH:35]=[CH:36][C:37]=1[Cl:38])[CH2:28][N:29]([CH3:34])[CH2:30][CH2:31][CH2:32][NH2:33]. Product: [Cl:24][C:25]1[CH:26]=[C:27]([CH:35]=[CH:36][C:37]=1[Cl:38])[CH2:28][N:29]([CH3:34])[CH2:30][CH2:31][CH2:32][NH:33][C:11](=[O:13])[CH2:10][S:9][C:7]1[O:8][C:4]2[CH:3]=[C:2]([CH3:1])[CH:15]=[CH:14][C:5]=2[N:6]=1. The catalyst class is: 22. (3) Product: [N:1]([C:2]1[CH:3]=[C:4]([CH:13]=[CH:14][C:15]=1[O:16][C:17]([F:18])([F:19])[F:20])[CH2:5][NH:6][C:7](=[O:12])[C:8]([CH3:11])([CH3:10])[CH3:9])=[C:26]=[S:27]. The catalyst class is: 23. Reactant: [NH2:1][C:2]1[CH:3]=[C:4]([CH:13]=[CH:14][C:15]=1[O:16][C:17]([F:20])([F:19])[F:18])[CH2:5][NH:6][C:7](=[O:12])[C:8]([CH3:11])([CH3:10])[CH3:9].C1N=CN([C:26](N2C=NC=C2)=[S:27])C=1. (4) Reactant: Cl[C:2]1[C:11]2[C:6](=[CH:7][CH:8]=[CH:9][CH:10]=2)[N:5]=[C:4]([C:12]([O:14][CH2:15][CH3:16])=[O:13])[N:3]=1.[NH2:17][C:18]1[CH:22]=[CH:21][NH:20][N:19]=1.[I-].[K+].CCN(C(C)C)C(C)C. Product: [NH:20]1[CH:21]=[CH:22][C:18]([NH:17][C:2]2[C:11]3[C:6](=[CH:7][CH:8]=[CH:9][CH:10]=3)[N:5]=[C:4]([C:12]([O:14][CH2:15][CH3:16])=[O:13])[N:3]=2)=[N:19]1. The catalyst class is: 35. (5) Reactant: [Cl:1][C:2]1[C:3]([NH:8][NH2:9])=[N:4][CH:5]=[CH:6][CH:7]=1.C(O)CCCC.[C:16]([O:23][CH2:24][CH2:25][CH2:26][CH2:27][CH3:28])(=[O:22])/[CH:17]=[CH:18]\[C:19]([O-])=[O:20]. Product: [Cl:1][C:2]1[C:3]([N:8]2[CH:17]([C:16]([O:23][CH2:24][CH2:25][CH2:26][CH2:27][CH3:28])=[O:22])[CH2:18][C:19](=[O:20])[NH:9]2)=[N:4][CH:5]=[CH:6][CH:7]=1. The catalyst class is: 15. (6) Reactant: [N+:1]([C:4]1[CH:9]=[CH:8][N+:7]([O-])=[CH:6][C:5]=1[N:11]1[CH2:16][CH2:15][CH2:14][CH2:13][CH2:12]1)([O-])=O.[H][H]. Product: [N:11]1([C:5]2[CH:6]=[N:7][CH:8]=[CH:9][C:4]=2[NH2:1])[CH2:12][CH2:13][CH2:14][CH2:15][CH2:16]1. The catalyst class is: 29. (7) Reactant: [CH3:1][O:2][C:3](=[O:26])[CH2:4][CH2:5][CH2:6][CH2:7][CH2:8][CH2:9][N:10]1[C:15](=[O:16])[CH2:14][CH2:13][CH2:12][C@@H:11]1/[CH:17]=[CH:18]/[CH:19]([OH:25])[CH2:20][CH2:21][CH2:22][CH2:23][CH3:24].[H-].[Na+].O=C1CCC[C@H](/C=C/C(=O)CCCCC)N1CCCCCCC(O)=O.O=C(CCCCC)CP(=O)(OC)OC.COC(=O)CCCCCCN1C(=O)CCC[C@@H]1C=O. Product: [CH3:1][O:2][C:3](=[O:26])[CH2:4][CH2:5][CH2:6][CH2:7][CH2:8][CH2:9][N:10]1[C@@H:11](/[CH:17]=[CH:18]/[C:19](=[O:25])[CH2:20][CH2:21][CH2:22][CH2:23][CH3:24])[CH2:12][CH2:13][CH2:14][C:15]1=[O:16]. The catalyst class is: 1.